Dataset: Full USPTO retrosynthesis dataset with 1.9M reactions from patents (1976-2016). Task: Predict the reactants needed to synthesize the given product. (1) Given the product [CH:1]1([O:7][CH2:8][C:9]([CH2:10][O:11][CH3:20])([CH2:15][O:16][CH3:17])[CH:12]([CH3:14])[CH3:13])[CH2:6][CH2:5][CH2:4][CH2:3][CH2:2]1, predict the reactants needed to synthesize it. The reactants are: [CH:1]1([O:7][CH2:8][C:9]([CH2:15][O:16][CH3:17])([CH:12]([CH3:14])[CH3:13])[CH2:10][OH:11])[CH2:6][CH2:5][CH2:4][CH2:3][CH2:2]1.[H-].[Na+].[CH3:20]I. (2) The reactants are: [CH2:1]([O:8][C:9]1[CH:10]=[C:11]([CH:14]=[C:15]([F:17])[CH:16]=1)[CH:12]=O)[C:2]1[CH:7]=[CH:6][CH:5]=[CH:4][CH:3]=1.[N+:18]([CH3:21])([O-:20])=[O:19].C([O-])(=O)C.[NH4+]. Given the product [CH2:1]([O:8][C:9]1[CH:10]=[C:11](/[CH:12]=[CH:21]/[N+:18]([O-:20])=[O:19])[CH:14]=[C:15]([F:17])[CH:16]=1)[C:2]1[CH:7]=[CH:6][CH:5]=[CH:4][CH:3]=1, predict the reactants needed to synthesize it.